Dataset: Catalyst prediction with 721,799 reactions and 888 catalyst types from USPTO. Task: Predict which catalyst facilitates the given reaction. (1) The catalyst class is: 15. Product: [Br:13][C:3]1[C:4]2[C:5](=[N:6][S:7][N:8]=2)[C:9]([Br:12])=[C:10]2[C:2]=1[N:1]=[C:24]([CH2:25][CH2:26][CH:27]([CH3:34])[CH2:28][CH2:29][CH2:30][CH:31]([CH3:32])[CH3:33])[C:23]([CH2:22][CH2:21][CH:20]([CH3:37])[CH2:19][CH2:18][CH2:17][CH:15]([CH3:16])[CH3:14])=[N:11]2. Reactant: [NH2:1][C:2]1[C:10]([NH2:11])=[C:9]([Br:12])[C:5]2=[N:6][S:7][N:8]=[C:4]2[C:3]=1[Br:13].[CH3:14][CH:15]([CH2:17][CH2:18][CH2:19][CH:20]([CH3:37])[CH2:21][CH2:22][C:23](=O)[C:24](=O)[CH2:25][CH2:26][CH:27]([CH3:34])[CH2:28][CH2:29][CH2:30][CH:31]([CH3:33])[CH3:32])[CH3:16]. (2) Reactant: [Br:1][C:2]1[CH:7]=[C:6]([O:8][CH3:9])[C:5]([O:10][CH:11]([CH3:13])[CH3:12])=[CH:4][C:3]=1[CH:14]([OH:16])[CH3:15].CC(OI1(OC(C)=O)(OC(C)=O)OC(=O)C2C=CC=CC1=2)=O. Product: [Br:1][C:2]1[CH:7]=[C:6]([O:8][CH3:9])[C:5]([O:10][CH:11]([CH3:13])[CH3:12])=[CH:4][C:3]=1[C:14](=[O:16])[CH3:15]. The catalyst class is: 2. (3) Reactant: [CH3:1][CH:2]([CH2:5][OH:6])[CH2:3][OH:4].S(=O)(=O)(O)O.[CH3:12][C:13]([C:15]1(C=O)[CH2:17][CH2:16]1)=[O:14].[Na].[C:21](=O)([O-])O.[Na+]. Product: [CH:15]1([C:13](=[O:14])[CH2:12][CH:21]2[O:6][CH2:5][CH:2]([CH3:1])[CH2:3][O:4]2)[CH2:16][CH2:17]1. The catalyst class is: 5. (4) Reactant: [N+:1]([C:4]1[C:5](=[O:22])[NH:6][C:7](=[O:21])[N:8]([CH2:18][CH2:19][CH3:20])[C:9]=1[CH:10]=[CH:11][C:12]1[CH:17]=[CH:16][CH:15]=[CH:14][CH:13]=1)([O-])=O.S(S([O-])=O)([O-])=O.[Na+].[Na+]. Product: [C:12]1([C:11]2[NH:1][C:4]3[C:5](=[O:22])[NH:6][C:7](=[O:21])[N:8]([CH2:18][CH2:19][CH3:20])[C:9]=3[CH:10]=2)[CH:17]=[CH:16][CH:15]=[CH:14][CH:13]=1. The catalyst class is: 106. (5) Reactant: C(OC([NH:8][C:9]1[S:13][C:12]([C:14]2[CH:19]=[CH:18][C:17]([CH2:20][CH2:21][C:22]([O:24][CH3:25])=[O:23])=[CH:16][CH:15]=2)=[CH:11][C:10]=1[C:26]([N:28]1[CH2:33][CH2:32][CH:31]([N:34]2[CH2:46][CH2:45][CH2:44][C:36]3([C:40](=[O:41])[O:39][C:38]([CH3:43])([CH3:42])[CH2:37]3)[CH2:35]2)[CH2:30][CH2:29]1)=[O:27])=O)(C)(C)C.C(=O)([O-])O.[Na+]. Product: [NH2:8][C:9]1[S:13][C:12]([C:14]2[CH:15]=[CH:16][C:17]([CH2:20][CH2:21][C:22]([O:24][CH3:25])=[O:23])=[CH:18][CH:19]=2)=[CH:11][C:10]=1[C:26]([N:28]1[CH2:29][CH2:30][CH:31]([N:34]2[CH2:46][CH2:45][CH2:44][C:36]3([C:40](=[O:41])[O:39][C:38]([CH3:43])([CH3:42])[CH2:37]3)[CH2:35]2)[CH2:32][CH2:33]1)=[O:27]. The catalyst class is: 55. (6) Reactant: [C:1]([O-])(O)=O.[Na+].[Cl:6][C:7]1[CH:8]=[CH:9][C:10]([I:16])=[C:11]([CH:15]=1)[C:12]([OH:14])=[O:13].CI. Product: [Cl:6][C:7]1[CH:8]=[CH:9][C:10]([I:16])=[C:11]([CH:15]=1)[C:12]([O:14][CH3:1])=[O:13]. The catalyst class is: 3. (7) Reactant: [N+:1]([C:4]1[CH:5]=[C:6]([S:10](Cl)(=[O:12])=[O:11])[CH:7]=[CH:8][CH:9]=1)([O-:3])=[O:2].[CH3:14][N:15]1[CH2:20][CH2:19][NH:18][CH2:17][CH2:16]1. Product: [CH3:14][N:15]1[CH2:20][CH2:19][N:18]([S:10]([C:6]2[CH:5]=[C:4]([N+:1]([O-:3])=[O:2])[CH:9]=[CH:8][CH:7]=2)(=[O:12])=[O:11])[CH2:17][CH2:16]1. The catalyst class is: 14. (8) Reactant: [OH:1][CH2:2][C:3]1[CH:4]=[C:5]([C:9]2[CH:10]=[N:11][CH:12]=[C:13]([CH:19]=2)[C:14]([O:16][CH2:17][CH3:18])=[O:15])[CH:6]=[CH:7][CH:8]=1.[CH:20]1([CH:25]2[CH2:33][C:32]3[C:27](=[C:28]([CH3:36])[C:29]([CH3:35])=[C:30](O)[CH:31]=3)[C:26]2=[O:37])[CH2:24][CH2:23][CH2:22][CH2:21]1.N(/C(OC(C)(C)C)=O)=N\C(OC(C)(C)C)=O.C1(P(C2C=CC=CC=2)C2C=CC=CC=2)C=CC=CC=1. Product: [CH:20]1([CH:25]2[CH2:33][C:32]3[C:27](=[C:28]([CH3:36])[C:29]([CH3:35])=[C:30]([O:1][CH2:2][C:3]4[CH:4]=[C:5]([C:9]5[CH:10]=[N:11][CH:12]=[C:13]([CH:19]=5)[C:14]([O:16][CH2:17][CH3:18])=[O:15])[CH:6]=[CH:7][CH:8]=4)[CH:31]=3)[C:26]2=[O:37])[CH2:21][CH2:22][CH2:23][CH2:24]1. The catalyst class is: 1. (9) Reactant: [N:1]([CH2:4][CH2:5][C:6]1[CH:7]=[C:8]2[C:21](=[CH:22][C:23]=1[N+:24]([O-])=O)[CH2:20][C@:10]1([C:18]3[C:13](=[N:14][CH:15]=[CH:16][CH:17]=3)[NH:12][C:11]1=[O:19])[CH2:9]2)=[N+]=[N-]. Product: [NH2:24][C:23]1[CH:22]=[C:21]2[C:8](=[CH:7][C:6]=1[CH2:5][CH2:4][NH2:1])[CH2:9][C@@:10]1([C:18]3[C:13](=[N:14][CH:15]=[CH:16][CH:17]=3)[NH:12][C:11]1=[O:19])[CH2:20]2. The catalyst class is: 50. (10) Reactant: C([O:8][C:9]1[CH:14]=[CH:13][CH:12]=[CH:11][C:10]=1[CH:15]=[CH:16][CH2:17][CH2:18][OH:19])C1C=CC=CC=1. The catalyst class is: 8. Product: [OH:8][C:9]1[CH:14]=[CH:13][CH:12]=[CH:11][C:10]=1[CH2:15][CH2:16][CH2:17][CH2:18][OH:19].